This data is from Full USPTO retrosynthesis dataset with 1.9M reactions from patents (1976-2016). The task is: Predict the reactants needed to synthesize the given product. Given the product [I:1][C:2]1[CH:3]=[C:4]([NH:8][C:9]([N:11]2[CH2:16][CH2:15][O:14][CH2:13][CH2:12]2)=[O:10])[CH:5]=[CH:6][CH:7]=1, predict the reactants needed to synthesize it. The reactants are: [I:1][C:2]1[CH:3]=[C:4]([N:8]=[C:9]=[O:10])[CH:5]=[CH:6][CH:7]=1.[NH:11]1[CH2:16][CH2:15][O:14][CH2:13][CH2:12]1.